This data is from Peptide-MHC class I binding affinity with 185,985 pairs from IEDB/IMGT. The task is: Regression. Given a peptide amino acid sequence and an MHC pseudo amino acid sequence, predict their binding affinity value. This is MHC class I binding data. (1) The peptide sequence is LLALQQLEV. The MHC is HLA-A02:01 with pseudo-sequence HLA-A02:01. The binding affinity (normalized) is 0.797. (2) The peptide sequence is ETDDDGNYPL. The MHC is HLA-A02:02 with pseudo-sequence HLA-A02:02. The binding affinity (normalized) is 0.243. (3) The peptide sequence is RIYDPLWFQ. The MHC is HLA-B39:01 with pseudo-sequence HLA-B39:01. The binding affinity (normalized) is 0.0847. (4) The peptide sequence is VLRACWNEK. The MHC is HLA-A30:01 with pseudo-sequence HLA-A30:01. The binding affinity (normalized) is 1.00.